Dataset: Full USPTO retrosynthesis dataset with 1.9M reactions from patents (1976-2016). Task: Predict the reactants needed to synthesize the given product. (1) Given the product [Cl:11][C:12]1[CH:19]=[C:18]([Cl:20])[CH:17]=[CH:16][C:13]=1[CH:14]1[O:15][CH:5]=[N:4][C:1]21[CH2:3][CH2:2]2, predict the reactants needed to synthesize it. The reactants are: [CH:1]1([N+:4]#[C-:5])[CH2:3][CH2:2]1.[Li]CCCC.[Cl:11][C:12]1[CH:19]=[C:18]([Cl:20])[CH:17]=[CH:16][C:13]=1[CH:14]=[O:15]. (2) Given the product [C:39]([O:38][C:37]([NH:36][CH2:35][CH2:34][CH2:33][CH2:32][S:29]([N:28]([C:2]1[N:11]=[C:10]([C:12]([O:14][CH3:15])=[O:13])[C:9]([O:16][S:17]([C:20]2[CH:26]=[CH:25][C:23]([CH3:24])=[CH:22][CH:21]=2)(=[O:19])=[O:18])=[C:8]2[C:3]=1[CH:4]=[CH:5][CH:6]=[N:7]2)[CH3:27])(=[O:31])=[O:30])=[O:43])([CH3:42])([CH3:41])[CH3:40], predict the reactants needed to synthesize it. The reactants are: Br[C:2]1[N:11]=[C:10]([C:12]([O:14][CH3:15])=[O:13])[C:9]([O:16][S:17]([C:20]2[CH:26]=[CH:25][C:23]([CH3:24])=[CH:22][CH:21]=2)(=[O:19])=[O:18])=[C:8]2[C:3]=1[CH:4]=[CH:5][CH:6]=[N:7]2.[CH3:27][NH:28][S:29]([CH2:32][CH2:33][CH2:34][CH2:35][NH:36][C:37](=[O:43])[O:38][C:39]([CH3:42])([CH3:41])[CH3:40])(=[O:31])=[O:30]. (3) The reactants are: [O:1]([C:8]1[CH:9]=[C:10]([N:14]2[CH2:22][CH2:21][C:16]3([NH:20][CH2:19][CH2:18][CH2:17]3)[CH2:15]2)[CH:11]=[N:12][CH:13]=1)[C:2]1[CH:7]=[CH:6][CH:5]=[CH:4][CH:3]=1.C=O.[C:25](=O)(O)[O-].[Na+]. Given the product [CH3:25][N:20]1[C:16]2([CH2:21][CH2:22][N:14]([C:10]3[CH:11]=[N:12][CH:13]=[C:8]([O:1][C:2]4[CH:3]=[CH:4][CH:5]=[CH:6][CH:7]=4)[CH:9]=3)[CH2:15]2)[CH2:17][CH2:18][CH2:19]1, predict the reactants needed to synthesize it. (4) Given the product [C:10]([O:14]/[CH:2]=[CH:1]\[C:3]1[CH:8]=[CH:7][C:6]([CH3:9])=[CH:5][N:4]=1)([CH3:13])([CH3:12])[CH3:11], predict the reactants needed to synthesize it. The reactants are: [C:1]([C:3]1[CH:8]=[CH:7][C:6]([CH3:9])=[CH:5][N:4]=1)#[CH:2].[C:10]([OH:14])([CH3:13])([CH3:12])[CH3:11].CC(C)([O-])C.[K+].